Dataset: M1 muscarinic receptor antagonist screen with 61,756 compounds. Task: Binary Classification. Given a drug SMILES string, predict its activity (active/inactive) in a high-throughput screening assay against a specified biological target. (1) The molecule is Clc1ccc(C2=NC3(NC2=O)CCCC3)cc1. The result is 0 (inactive). (2) The compound is Clc1sc(C(=O)N2CCN(CC2)c2ccccc2)cc1. The result is 0 (inactive).